This data is from Forward reaction prediction with 1.9M reactions from USPTO patents (1976-2016). The task is: Predict the product of the given reaction. (1) Given the reactants [NH2:1][C@@H:2]1[CH2:7][CH2:6][CH2:5][N:4]([C:8]2[N:9]=[C:10]([NH:17][C:18]3[CH:23]=[CH:22][C:21]([CH:24]4[CH2:29][CH2:28][N:27]([CH:30]5[CH2:34][CH2:33][CH2:32][CH2:31]5)[CH2:26][CH2:25]4)=[CH:20][CH:19]=3)[C:11]([C:14]([NH2:16])=[O:15])=[N:12][CH:13]=2)[CH2:3]1.CCN(C(C)C)C(C)C.[C:44](Cl)(=[O:47])[CH2:45][CH3:46], predict the reaction product. The product is: [CH:30]1([N:27]2[CH2:28][CH2:29][CH:24]([C:21]3[CH:20]=[CH:19][C:18]([NH:17][C:10]4[C:11]([C:14]([NH2:16])=[O:15])=[N:12][CH:13]=[C:8]([N:4]5[CH2:5][CH2:6][CH2:7][C@@H:2]([NH:1][C:44](=[O:47])[CH2:45][CH3:46])[CH2:3]5)[N:9]=4)=[CH:23][CH:22]=3)[CH2:25][CH2:26]2)[CH2:31][CH2:32][CH2:33][CH2:34]1. (2) Given the reactants [Cl:1][C:2]1[CH:7]=[CH:6][C:5]([CH:8]2[C:12]3[N:13]([CH3:19])[N:14]=[C:15]([CH:16]4[CH2:18][CH2:17]4)[C:11]=3[C:10](=[O:20])[NH:9]2)=[CH:4][CH:3]=1.Br[C:22]1[CH:23]=[C:24]([NH:32][C:33](=[O:37])[O:34][CH2:35][CH3:36])[C:25]2[N:26]([C:28]([CH3:31])=[N:29][N:30]=2)[CH:27]=1, predict the reaction product. The product is: [Cl:1][C:2]1[CH:3]=[CH:4][C:5]([CH:8]2[C:12]3[N:13]([CH3:19])[N:14]=[C:15]([CH:16]4[CH2:17][CH2:18]4)[C:11]=3[C:10](=[O:20])[N:9]2[C:22]2[CH:23]=[C:24]([NH:32][C:33](=[O:37])[O:34][CH2:35][CH3:36])[C:25]3[N:26]([C:28]([CH3:31])=[N:29][N:30]=3)[CH:27]=2)=[CH:6][CH:7]=1.